Dataset: Full USPTO retrosynthesis dataset with 1.9M reactions from patents (1976-2016). Task: Predict the reactants needed to synthesize the given product. (1) Given the product [CH2:1]([O:8][C:9](=[O:24])[NH:10][C@H:11]1[CH2:14][NH:13][C:12]1=[O:23])[C:2]1[CH:3]=[CH:4][CH:5]=[CH:6][CH:7]=1, predict the reactants needed to synthesize it. The reactants are: [CH2:1]([O:8][C:9](=[O:24])[NH:10][C@H:11]1[CH2:14][N:13](C2C=CC(OC)=CC=2)[C:12]1=[O:23])[C:2]1[CH:7]=[CH:6][CH:5]=[CH:4][CH:3]=1.O=[N+]([O-])[O-].[O-][N+](=O)[O-].[O-][N+](=O)[O-].[O-][N+](=O)[O-].[O-][N+](=O)[O-].[O-][N+](=O)[O-].[Ce+4].[NH4+].[NH4+].C([O-])(O)=O.[Na+].CCOC(C)=O. (2) Given the product [CH:8]1([NH:11][C:16](=[O:17])[C:15]2[CH:19]=[CH:20][C:21]([N+:22]([O-:24])=[O:23])=[C:13]([CH3:12])[CH:14]=2)[CH2:10][CH2:9]1, predict the reactants needed to synthesize it. The reactants are: C(N(CC)CC)C.[CH:8]1([NH2:11])[CH2:10][CH2:9]1.[CH3:12][C:13]1[CH:14]=[C:15]([CH:19]=[CH:20][C:21]=1[N+:22]([O-:24])=[O:23])[C:16](Cl)=[O:17].O. (3) Given the product [CH:33]1([NH:37][C:26]([C:9]2[C:8](=[O:31])[N:7]([CH2:6][C:5]([NH:4][CH:1]3[CH2:2][CH2:3]3)=[O:32])[C:16]3[C:11]([C:10]=2[OH:25])=[N:12][CH:13]=[C:14]([CH2:17][C:18]2[CH:23]=[CH:22][C:21]([F:24])=[CH:20][CH:19]=2)[CH:15]=3)=[O:28])[CH2:36][CH2:35][CH2:34]1, predict the reactants needed to synthesize it. The reactants are: [CH:1]1([NH:4][C:5](=[O:32])[CH2:6][N:7]2[C:16]3[C:11](=[N:12][CH:13]=[C:14]([CH2:17][C:18]4[CH:23]=[CH:22][C:21]([F:24])=[CH:20][CH:19]=4)[CH:15]=3)[C:10]([OH:25])=[C:9]([C:26]([O:28]CC)=O)[C:8]2=[O:31])[CH2:3][CH2:2]1.[CH:33]1([NH2:37])[CH2:36][CH2:35][CH2:34]1. (4) Given the product [NH2:6][C:7]1[O:8][C:9]2[CH:15]=[C:14]([S:2]([Cl:1])(=[O:5])=[O:3])[CH:13]=[CH:12][C:10]=2[N:11]=1, predict the reactants needed to synthesize it. The reactants are: [Cl:1][S:2]([OH:5])(=O)=[O:3].[NH2:6][C:7]1[O:8][C:9]2[CH:15]=[CH:14][CH:13]=[CH:12][C:10]=2[N:11]=1.S(Cl)(Cl)=O.C(=O)([O-])[O-].[Na+].[Na+]. (5) Given the product [F:17][C:5]1[C:6]([C:8]2[CH:13]=[CH:12][C:11]([F:14])=[CH:10][C:9]=2[O:15][CH3:16])=[CH:7][C:2]([NH:27][C:23]2[CH:22]=[C:21]([CH2:20][S:19][CH3:18])[CH:26]=[CH:25][N:24]=2)=[N:3][CH:4]=1, predict the reactants needed to synthesize it. The reactants are: Cl[C:2]1[CH:7]=[C:6]([C:8]2[CH:13]=[CH:12][C:11]([F:14])=[CH:10][C:9]=2[O:15][CH3:16])[C:5]([F:17])=[CH:4][N:3]=1.[CH3:18][S:19][CH2:20][C:21]1[CH:26]=[CH:25][N:24]=[C:23]([NH2:27])[CH:22]=1.CC1(C)C2C=CC=C(P(C3C=CC=CC=3)C3C=CC=CC=3)C=2OC2C1=CC=CC=2P(C1C=CC=CC=1)C1C=CC=CC=1.C(=O)([O-])[O-].[Cs+].[Cs+]. (6) Given the product [Br:1][C:2]1[CH:3]=[C:4]([C:8]2([CH3:15])[CH2:9][O:10][CH2:11][C:12]([NH2:22])=[N:13]2)[CH:5]=[CH:6][CH:7]=1, predict the reactants needed to synthesize it. The reactants are: [Br:1][C:2]1[CH:3]=[C:4]([C:8]2([CH3:15])[NH:13][C:12](=S)[CH2:11][O:10][CH2:9]2)[CH:5]=[CH:6][CH:7]=1.C(OO)(C)(C)C.[NH4+:22].[OH-]. (7) The reactants are: [CH3:1][Si]([N-][Si](C)(C)C)(C)C.[Na+].[CH3:11][C:12]([C:14]1[CH:19]=[CH:18][C:17]([O:20][CH3:21])=[CH:16][C:15]=1[F:22])=O. Given the product [F:22][C:15]1[CH:16]=[C:17]([O:20][CH3:21])[CH:18]=[CH:19][C:14]=1[C:12]([CH3:1])=[CH2:11], predict the reactants needed to synthesize it. (8) Given the product [CH:21]1([NH:16][C:15]2[C:9]3[NH:8][C:7]([C:1]4[CH:2]=[CH:3][CH:4]=[CH:5][CH:6]=4)=[N:11][C:10]=3[CH:12]=[CH:13][CH:14]=2)[CH2:25][CH2:24][CH2:23][CH2:22]1, predict the reactants needed to synthesize it. The reactants are: [C:1]1([C:7]2[NH:8][C:9]3[C:15]([NH2:16])=[CH:14][CH:13]=[CH:12][C:10]=3[N:11]=2)[CH:6]=[CH:5][CH:4]=[CH:3][CH:2]=1.C(O)(=O)C.[C:21]1(=O)[CH2:25][CH2:24][CH2:23][CH2:22]1.C(O[BH-](OC(=O)C)OC(=O)C)(=O)C.[Na+]. (9) The reactants are: [Br:1][C:2]1[CH:7]=[CH:6][C:5]([CH2:8][NH:9][C:10]2[CH:15]=[CH:14][C:13]([CH:16]([CH3:18])[CH3:17])=[CH:12][CH:11]=2)=[CH:4][CH:3]=1.[CH:19]([C:22]1[CH:27]=[CH:26][CH:25]=[C:24]([CH:28]([CH3:30])[CH3:29])[C:23]=1[N:31]=[C:32]=[O:33])([CH3:21])[CH3:20]. Given the product [Br:1][C:2]1[CH:3]=[CH:4][C:5]([CH2:8][N:9]([C:10]2[CH:11]=[CH:12][C:13]([CH:16]([CH3:18])[CH3:17])=[CH:14][CH:15]=2)[C:32]([NH:31][C:23]2[C:22]([CH:19]([CH3:20])[CH3:21])=[CH:27][CH:26]=[CH:25][C:24]=2[CH:28]([CH3:30])[CH3:29])=[O:33])=[CH:6][CH:7]=1, predict the reactants needed to synthesize it.